Task: Predict the product of the given reaction.. Dataset: Forward reaction prediction with 1.9M reactions from USPTO patents (1976-2016) (1) Given the reactants Cl[C:2]1[C:7]([CH:8]=[O:9])=[CH:6][N:5]=[C:4]2[NH:10][CH:11]=[CH:12][C:3]=12.[CH2:13]([NH2:15])[CH3:14].COCCO, predict the reaction product. The product is: [CH2:13]([NH:15][C:2]1[C:7]([CH:8]=[O:9])=[CH:6][N:5]=[C:4]2[NH:10][CH:11]=[CH:12][C:3]=12)[CH3:14]. (2) Given the reactants [Cl:1][C:2]1[CH:7]=[CH:6][C:5]([C:8]2[CH:9]=[C:10]3[C:15](=[CH:16][C:17]=2[O:18][CH3:19])[N:14]([CH2:20][C:21]([O:23]C(C)(C)C)=[O:22])[C:13](=[O:28])[CH2:12][CH2:11]3)=[CH:4][CH:3]=1.Cl.O1CCOCC1.C(#N)C.O, predict the reaction product. The product is: [Cl:1][C:2]1[CH:3]=[CH:4][C:5]([C:8]2[CH:9]=[C:10]3[C:15](=[CH:16][C:17]=2[O:18][CH3:19])[N:14]([CH2:20][C:21]([OH:23])=[O:22])[C:13](=[O:28])[CH2:12][CH2:11]3)=[CH:6][CH:7]=1. (3) Given the reactants [H-].C([Al+]CC(C)C)C(C)C.[CH2:11]([N:13]1[CH2:18][CH2:17][N:16]([C:19]([C:21]2[CH:26]=[CH:25][C:24]([C:27]3[NH:47][C:30]4[N:31]=[CH:32][N:33]=[C:34]([O:35][C:36]5[C:37]([F:46])=[C:38]6[C:42](=[CH:43][CH:44]=5)[NH:41][C:40]([CH3:45])=[CH:39]6)[C:29]=4[CH:28]=3)=[CH:23][CH:22]=2)=O)[CH2:15][CH2:14]1)[CH3:12].[NH4+].[Cl-].[O-]S([O-])(=O)=O.[Na+].[Na+], predict the reaction product. The product is: [CH2:11]([N:13]1[CH2:14][CH2:15][N:16]([CH2:19][C:21]2[CH:26]=[CH:25][C:24]([C:27]3[NH:47][C:30]4[N:31]=[CH:32][N:33]=[C:34]([O:35][C:36]5[C:37]([F:46])=[C:38]6[C:42](=[CH:43][CH:44]=5)[NH:41][C:40]([CH3:45])=[CH:39]6)[C:29]=4[CH:28]=3)=[CH:23][CH:22]=2)[CH2:17][CH2:18]1)[CH3:12]. (4) Given the reactants Cl[C:2]1[N:10]=[C:9]([N+:11]([O-:13])=[O:12])[N:8]=[C:7]2[C:3]=1[N:4]=[CH:5][N:6]2[CH2:14][C:15]1[CH:20]=[CH:19][C:18]([O:21][CH3:22])=[CH:17][CH:16]=1.C([Sn](CCCC)(CCCC)[C:28]1[O:29][CH:30]=[CH:31][CH:32]=1)CCC, predict the reaction product. The product is: [O:29]1[CH:30]=[CH:31][CH:32]=[C:28]1[C:2]1[N:10]=[C:9]([N+:11]([O-:13])=[O:12])[N:8]=[C:7]2[C:3]=1[N:4]=[CH:5][N:6]2[CH2:14][C:15]1[CH:20]=[CH:19][C:18]([O:21][CH3:22])=[CH:17][CH:16]=1. (5) Given the reactants C(=O)([O-])[O-].[Na+].[Na+].Cl[C:8]1[C:13]([C:14]([O:16][CH3:17])=[O:15])=[CH:12][N:11]=[C:10]([CH3:18])[N:9]=1.[CH2:19]([SH:22])[CH2:20][CH3:21], predict the reaction product. The product is: [CH3:18][C:10]1[N:9]=[C:8]([S:22][CH2:19][CH2:20][CH3:21])[C:13]([C:14]([O:16][CH3:17])=[O:15])=[CH:12][N:11]=1.